This data is from M1 muscarinic receptor agonist screen with 61,833 compounds. The task is: Binary Classification. Given a drug SMILES string, predict its activity (active/inactive) in a high-throughput screening assay against a specified biological target. (1) The molecule is Clc1c(cc(N(S(=O)(=O)c2ccccc2)CC(=O)N2CCOCC2)cc1)C(F)(F)F. The result is 0 (inactive). (2) The drug is o1nc(cc1C(C)C)C(=O)Nc1cc(OC)c(OC)c(OC)c1. The result is 0 (inactive).